The task is: Predict which catalyst facilitates the given reaction.. This data is from Catalyst prediction with 721,799 reactions and 888 catalyst types from USPTO. (1) Reactant: [C:1]([N:9]=[C:10]=[S:11])(=[O:8])[C:2]1[CH:7]=[CH:6][CH:5]=[CH:4][CH:3]=1.[Br:12][C:13]1[C:14]([O:21][C:22]2[C:27]([F:28])=[CH:26][CH:25]=[CH:24][C:23]=2[F:29])=[C:15]([Cl:20])[C:16]([NH2:19])=[N:17][CH:18]=1. Product: [Br:12][C:13]1[C:14]([O:21][C:22]2[C:27]([F:28])=[CH:26][CH:25]=[CH:24][C:23]=2[F:29])=[C:15]([Cl:20])[C:16]([NH:19][C:10]([NH:9][C:1](=[O:8])[C:2]2[CH:7]=[CH:6][CH:5]=[CH:4][CH:3]=2)=[S:11])=[N:17][CH:18]=1. The catalyst class is: 4. (2) Reactant: [NH2:1][C:2]1[CH:7]=[C:6]([O:8][C:9]2[CH:14]=[CH:13][C:12]([NH:15][C:16]([C:18]3([C:21]([NH:23][C:24]4[CH:29]=[CH:28][C:27]([F:30])=[CH:26][CH:25]=4)=[O:22])[CH2:20][CH2:19]3)=[O:17])=[CH:11][C:10]=2[F:31])[CH:5]=[CH:4][N:3]=1.C(N(CC)CC)C.Cl[C:40](OC1C=CC=CC=1)=[O:41].FC(F)(F)C(O)=O.[OH:56][CH2:57][CH:58]1[CH2:61][NH:60][CH2:59]1. Product: [F:31][C:10]1[CH:11]=[C:12]([NH:15][C:16]([C:18]2([C:21]([NH:23][C:24]3[CH:25]=[CH:26][C:27]([F:30])=[CH:28][CH:29]=3)=[O:22])[CH2:20][CH2:19]2)=[O:17])[CH:13]=[CH:14][C:9]=1[O:8][C:6]1[CH:5]=[CH:4][N:3]=[C:2]([NH:1][C:40]([N:60]2[CH2:61][CH:58]([CH2:57][OH:56])[CH2:59]2)=[O:41])[CH:7]=1. The catalyst class is: 7. (3) Reactant: C[O:2][C:3]([C:5]1[S:6][C:7]([C:13]2[CH:18]=[CH:17][C:16]([Cl:19])=[CH:15][CH:14]=2)=[CH:8][C:9]=1[CH2:10][CH2:11][OH:12])=O.O.C1(C)C=CC(S(O)(=O)=O)=CC=1. Product: [Cl:19][C:16]1[CH:17]=[CH:18][C:13]([C:7]2[S:6][C:5]3[C:3](=[O:2])[O:12][CH2:11][CH2:10][C:9]=3[CH:8]=2)=[CH:14][CH:15]=1. The catalyst class is: 133. (4) Reactant: C([N:8]1[CH2:13][CH2:12][CH2:11][CH:10]([NH:14][C:15]2[CH:16]=[C:17]([N:26](CC3C=CC(OC)=CC=3)[C:27]3[CH:32]=[CH:31][CH:30]=[CH:29][CH:28]=3)[C:18]3[N:19]([C:21]([C:24]#[N:25])=[CH:22][N:23]=3)[N:20]=2)[CH2:9]1)C1C=CC=CC=1.ClC(OC(Cl)C)=O.C(O)(C(F)(F)F)=O. Product: [NH:26]([C:17]1[C:18]2[N:19]([C:21]([C:24]#[N:25])=[CH:22][N:23]=2)[N:20]=[C:15]([NH:14][C@H:10]2[CH2:11][CH2:12][CH2:13][NH:8][CH2:9]2)[CH:16]=1)[C:27]1[CH:32]=[CH:31][CH:30]=[CH:29][CH:28]=1. The catalyst class is: 525. (5) Reactant: [F:1][C:2]1([F:26])[CH2:6][CH:5]([NH:7]S(C(C)(C)C)(=O)=O)[CH:4]([NH:15][C:16]2[CH:21]=[N:20][C:19]([C:22]([F:25])([F:24])[F:23])=[CH:18][N:17]=2)[CH2:3]1.C1(OC)C=CC=CC=1.FC(F)(F)S(O)(=O)=O. Product: [F:26][C:2]1([F:1])[CH2:3][CH:4]([NH:15][C:16]2[CH:21]=[N:20][C:19]([C:22]([F:25])([F:23])[F:24])=[CH:18][N:17]=2)[CH:5]([NH2:7])[CH2:6]1. The catalyst class is: 2.